Dataset: Forward reaction prediction with 1.9M reactions from USPTO patents (1976-2016). Task: Predict the product of the given reaction. (1) Given the reactants C([Li])CCC.C(NC(C)C)(C)C.[Br:13][C:14]1[CH:19]=[N:18][C:17]([O:20][CH3:21])=[C:16]2[N:22]([S:25]([C:28]3[CH:34]=[CH:33][C:31]([CH3:32])=[CH:30][CH:29]=3)(=[O:27])=[O:26])[CH:23]=[CH:24][C:15]=12.C([N-]C(C)C)(C)C.[Li+].[I:43]I, predict the reaction product. The product is: [Br:13][C:14]1[CH:19]=[N:18][C:17]([O:20][CH3:21])=[C:16]2[N:22]([S:25]([C:28]3[CH:34]=[CH:33][C:31]([CH3:32])=[CH:30][CH:29]=3)(=[O:27])=[O:26])[C:23]([I:43])=[CH:24][C:15]=12. (2) Given the reactants Cl[C:2]1[C:10]([F:11])=[CH:9][C:5]([C:6]([NH2:8])=[O:7])=[C:4]([NH:12][C:13]2[CH:18]=[CH:17][C:16]([N:19]3[CH2:24][CH2:23][N:22]([CH3:25])[CH2:21][CH2:20]3)=[CH:15][CH:14]=2)[N:3]=1.[N:26]1[CH:31]=[CH:30][C:29](B(O)O)=[CH:28][CH:27]=1.C([O-])([O-])=O.[K+].[K+], predict the reaction product. The product is: [F:11][C:10]1[C:2]([C:29]2[CH:30]=[CH:31][N:26]=[CH:27][CH:28]=2)=[N:3][C:4]([NH:12][C:13]2[CH:18]=[CH:17][C:16]([N:19]3[CH2:24][CH2:23][N:22]([CH3:25])[CH2:21][CH2:20]3)=[CH:15][CH:14]=2)=[C:5]([C:6]([NH2:8])=[O:7])[CH:9]=1. (3) Given the reactants Br[C:2]1[CH:7]=[CH:6][C:5](Cl)=[C:4]([O:9][CH2:10][CH2:11][CH2:12][O:13][CH3:14])[CH:3]=1.CO[CH2:17][C:18]([CH3:23])([CH3:22])[C:19](=[O:21])[CH3:20].[Li+].C[Si]([N-][Si](C)(C)C)(C)C.[ClH:34].[O:35]1[CH2:40]COCC1, predict the reaction product. The product is: [Cl:34][CH2:17][C:18]([CH3:22])([CH3:23])[C:19](=[O:21])[CH2:20][C:2]1[CH:7]=[CH:6][C:5]([O:35][CH3:40])=[C:4]([O:9][CH2:10][CH2:11][CH2:12][O:13][CH3:14])[CH:3]=1. (4) Given the reactants C(OC(=O)[NH:7][C@H:8]1[CH2:13][CH2:12][N:11]([CH2:14][C@H:15]([OH:28])[C:16]2[C:25]3[C:20](=[CH:21][CH:22]=[C:23]([O:26][CH3:27])[N:24]=3)[N:19]=[CH:18][CH:17]=2)[C@H:10]([C:29]([F:32])([F:31])[F:30])[CH2:9]1)(C)(C)C.C(O)(C(F)(F)F)=O, predict the reaction product. The product is: [NH2:7][C@H:8]1[CH2:13][CH2:12][N:11]([CH2:14][C@@H:15]([C:16]2[C:25]3[C:20](=[CH:21][CH:22]=[C:23]([O:26][CH3:27])[N:24]=3)[N:19]=[CH:18][CH:17]=2)[OH:28])[C@H:10]([C:29]([F:30])([F:32])[F:31])[CH2:9]1. (5) Given the reactants [C:1]([C:4]1[CH:9]=[CH:8][CH:7]=[CH:6][C:5]=1[NH:10][CH:11]([C:15]1[CH:20]=[CH:19][C:18]([O:21][CH3:22])=[CH:17][CH:16]=1)C(O)=O)(=O)[CH3:2].C(N(CC)CC)C, predict the reaction product. The product is: [CH3:22][O:21][C:18]1[CH:17]=[CH:16][C:15]([C:11]2[NH:10][C:5]3[C:4]([C:1]=2[CH3:2])=[CH:9][CH:8]=[CH:7][CH:6]=3)=[CH:20][CH:19]=1.